This data is from Forward reaction prediction with 1.9M reactions from USPTO patents (1976-2016). The task is: Predict the product of the given reaction. (1) The product is: [N:38]1([CH:44]2[CH2:49][CH2:48][N:47]([C:35]([N:15]3[C:16]([C:28]4[CH:33]=[CH:32][C:31]([Cl:34])=[CH:30][CH:29]=4)([CH3:27])[C:17]([C:20]4[CH:21]=[CH:22][C:23]([Cl:26])=[CH:24][CH:25]=4)([CH3:19])[N:18]=[C:14]3[C:8]3[C:9]([O:11][CH2:12][CH3:13])=[N:10][C:5]([C:1]([CH3:4])([CH3:3])[CH3:2])=[N:6][CH:7]=3)=[O:36])[CH2:46][CH2:45]2)[CH2:43][CH2:42][CH2:41][CH2:40][CH2:39]1. Given the reactants [C:1]([C:5]1[N:10]=[C:9]([O:11][CH2:12][CH3:13])[C:8]([C:14]2[N:15]([C:35](Cl)=[O:36])[C:16]([C:28]3[CH:33]=[CH:32][C:31]([Cl:34])=[CH:30][CH:29]=3)([CH3:27])[C:17]([C:20]3[CH:25]=[CH:24][C:23]([Cl:26])=[CH:22][CH:21]=3)([CH3:19])[N:18]=2)=[CH:7][N:6]=1)([CH3:4])([CH3:3])[CH3:2].[N:38]1([CH:44]2[CH2:49][CH2:48][NH:47][CH2:46][CH2:45]2)[CH2:43][CH2:42][CH2:41][CH2:40][CH2:39]1, predict the reaction product. (2) Given the reactants [F:1][CH:2]1[CH2:7][CH2:6][CH2:5][N:4]([C:8]2[CH:9]=[C:10]([N:17]3[CH2:22][CH2:21][N:20]([CH3:23])[CH2:19][CH2:18]3)[CH:11]=[CH:12][C:13]=2[N+:14]([O-])=O)[CH2:3]1.CCO.O, predict the reaction product. The product is: [F:1][CH:2]1[CH2:7][CH2:6][CH2:5][N:4]([C:8]2[CH:9]=[C:10]([N:17]3[CH2:18][CH2:19][N:20]([CH3:23])[CH2:21][CH2:22]3)[CH:11]=[CH:12][C:13]=2[NH2:14])[CH2:3]1. (3) The product is: [Cl:1][C:2]1[N:3]=[C:4]2[N:8]([C:9]=1[CH2:10][S:30][C:28]1[N:27]=[C:26]([OH:31])[CH:25]=[C:24]([CH3:23])[N:29]=1)[CH:7]=[CH:6][S:5]2. Given the reactants [Cl:1][C:2]1[N:3]=[C:4]2[N:8]([C:9]=1[CH2:10]O)[CH:7]=[CH:6][S:5]2.BrCC1N2C(SC=C2)=NC=1Cl.[CH3:23][C:24]1[N:29]=[C:28]([SH:30])[N:27]=[C:26]([OH:31])[CH:25]=1, predict the reaction product. (4) Given the reactants [CH3:1][N:2]([CH3:19])[CH2:3][CH2:4][N:5]([CH3:18])[C:6]([C:8]1[S:16][C:15]2[C:10](=[N:11][CH:12]=[CH:13][C:14]=2Cl)[CH:9]=1)=[O:7].[CH3:20][C:21]1[CH:26]=[C:25]([CH3:27])[N:24]=[C:23]([NH:28][C:29](=[O:38])[CH2:30][C:31]2[CH:36]=[CH:35][C:34]([OH:37])=[CH:33][CH:32]=2)[CH:22]=1, predict the reaction product. The product is: [CH3:1][N:2]([CH3:19])[CH2:3][CH2:4][N:5]([CH3:18])[C:6]([C:8]1[S:16][C:15]2[C:10](=[N:11][CH:12]=[CH:13][C:14]=2[O:37][C:34]2[CH:35]=[CH:36][C:31]([CH2:30][C:29](=[O:38])[NH:28][C:23]3[CH:22]=[C:21]([CH3:20])[CH:26]=[C:25]([CH3:27])[N:24]=3)=[CH:32][CH:33]=2)[CH:9]=1)=[O:7]. (5) Given the reactants [CH2:1]([O:3][C:4]([N:6]1[CH2:11][CH2:10][N:9]([CH2:12][CH2:13][CH2:14][C:15]2[C:23]3[CH2:22][CH2:21][CH2:20][CH2:19][C:18]=3[NH:17][C:16]=2[CH:24]=O)[CH2:8][CH2:7]1)=[O:5])[CH3:2].[CH3:26][NH:27][S:28]([C:31]1[CH:32]=[C:33]2[C:37](=[CH:38][CH:39]=1)[NH:36][C:35](=[O:40])[CH2:34]2)(=[O:30])=[O:29], predict the reaction product. The product is: [CH2:1]([O:3][C:4]([N:6]1[CH2:11][CH2:10][N:9]([CH2:12][CH2:13][CH2:14][C:15]2[C:23]3[CH2:22][CH2:21][CH2:20][CH2:19][C:18]=3[NH:17][C:16]=2/[CH:24]=[C:34]2\[C:35](=[O:40])[NH:36][C:37]3[C:33]\2=[CH:32][C:31]([S:28](=[O:29])(=[O:30])[NH:27][CH3:26])=[CH:39][CH:38]=3)[CH2:8][CH2:7]1)=[O:5])[CH3:2]. (6) The product is: [N:24]1[CH:25]=[CH:26][CH:27]=[C:22]([CH2:21][NH:18][C:17]2[C:11]3[N:10]=[C:9]([C:5]4[CH:6]=[CH:7][CH:8]=[C:3]([C:2]([F:1])([F:19])[F:20])[CH:4]=4)[NH:13][C:12]=3[CH:14]=[CH:15][CH:16]=2)[CH:23]=1. Given the reactants [F:1][C:2]([F:20])([F:19])[C:3]1[CH:4]=[C:5]([C:9]2[NH:13][C:12]3[CH:14]=[CH:15][CH:16]=[C:17]([NH2:18])[C:11]=3[N:10]=2)[CH:6]=[CH:7][CH:8]=1.[CH:21](=O)[C:22]1[CH:27]=[CH:26][CH:25]=[N:24][CH:23]=1.[BH-](OC(C)=O)(OC(C)=O)OC(C)=O.[Na+].N#N.C([O-])(O)=O.[Na+], predict the reaction product. (7) Given the reactants [C:1]([O:5][C:6]([NH:8][CH2:9][CH2:10][C:11]([OH:13])=O)=[O:7])([CH3:4])([CH3:3])[CH3:2].Cl.C(N=C=NCCCN(C)C)C.OC1C2N=NNC=2C=CC=1.C(N(CC)C(C)C)(C)C.[C:45]([C:47]1[CH:76]=[CH:75][C:50]([O:51][C:52]2[C:57]([C:58]([N:60]3[CH2:65][CH2:64][NH:63][CH2:62][CH2:61]3)=[O:59])=[CH:56][CH:55]=[C:54]([O:66][C:67]3[CH:72]=[CH:71][C:70]([C:73]#[N:74])=[CH:69][CH:68]=3)[N:53]=2)=[CH:49][CH:48]=1)#[N:46], predict the reaction product. The product is: [C:1]([O:5][C:6](=[O:7])[NH:8][CH2:9][CH2:10][C:11]([N:63]1[CH2:64][CH2:65][N:60]([C:58]([C:57]2[C:52]([O:51][C:50]3[CH:49]=[CH:48][C:47]([C:45]#[N:46])=[CH:76][CH:75]=3)=[N:53][C:54]([O:66][C:67]3[CH:68]=[CH:69][C:70]([C:73]#[N:74])=[CH:71][CH:72]=3)=[CH:55][CH:56]=2)=[O:59])[CH2:61][CH2:62]1)=[O:13])([CH3:2])([CH3:3])[CH3:4].